This data is from Hepatocyte clearance measurements from AstraZeneca. The task is: Regression/Classification. Given a drug SMILES string, predict its absorption, distribution, metabolism, or excretion properties. Task type varies by dataset: regression for continuous measurements (e.g., permeability, clearance, half-life) or binary classification for categorical outcomes (e.g., BBB penetration, CYP inhibition). For this dataset (clearance_hepatocyte_az), we predict log10(clearance) (log10 of the in vitro intrinsic clearance, CLint, in uL/min per 10^6 hepatocytes; values are censored to the assay range of 3 to 150, which is 0.477 to 2.18 on this log10 scale). The compound is CC#C[C@@H](CC(=O)O)c1ccc(OCc2cccc(-c3ccc(C(F)(F)F)cc3)c2)cc1. The log10(clearance) is 1.19.